The task is: Predict the reaction yield, written as a fraction of the theoretical maximum amount of product (1.0 means a 100% yield; for example, 0.34 means a 34% yield).. This data is from Reaction yield outcomes from USPTO patents with 853,638 reactions. (1) The reactants are [Br:1][C:2]1[CH:3]=[C:4]([Cl:10])[C:5]([CH2:8][OH:9])=[N:6][CH:7]=1. The catalyst is C(Cl)Cl. The product is [Br:1][C:2]1[CH:3]=[C:4]([Cl:10])[C:5]([CH:8]=[O:9])=[N:6][CH:7]=1. The yield is 0.660. (2) The reactants are [CH2:1]([O:8][C:9]1[N:14]=[CH:13][C:12]([OH:15])=[CH:11][CH:10]=1)[C:2]1[CH:7]=[CH:6][CH:5]=[CH:4][CH:3]=1.[H-].[Na+].[CH3:18][O:19][CH2:20]Cl. The catalyst is CN(C=O)C. The product is [CH2:1]([O:8][C:9]1[CH:10]=[CH:11][C:12]([O:15][CH2:18][O:19][CH3:20])=[CH:13][N:14]=1)[C:2]1[CH:3]=[CH:4][CH:5]=[CH:6][CH:7]=1. The yield is 0.870. (3) The reactants are [C:1]([O:5][C:6](=[O:23])[NH:7][CH2:8][CH:9]1[CH2:14][CH2:13][N:12]([C:15]2[CH:20]=[CH:19][CH:18]=[C:17]([C:21]#[N:22])[CH:16]=2)[CH2:11][CH2:10]1)([CH3:4])([CH3:3])[CH3:2]. The catalyst is CO.[Ni].O. The product is [C:1]([O:5][C:6](=[O:23])[NH:7][CH2:8][CH:9]1[CH2:14][CH2:13][N:12]([C:15]2[CH:20]=[CH:19][CH:18]=[C:17]([CH2:21][NH2:22])[CH:16]=2)[CH2:11][CH2:10]1)([CH3:4])([CH3:2])[CH3:3]. The yield is 0.350. (4) The reactants are [OH:1][C:2]1[CH:3]=[C:4]([CH:7]=[CH:8][CH:9]=1)[CH:5]=[O:6].CO.C[O-].[Na+].[F:15][C:16]([F:30])([F:29])[CH2:17]OS(C1C=CC(C)=CC=1)(=O)=O. The catalyst is CCCCCC.C1(C)C=CC=CC=1.C(OCC)(=O)C. The product is [F:15][C:16]([F:30])([F:29])[CH2:17][O:1][C:2]1[CH:3]=[C:4]([CH:7]=[CH:8][CH:9]=1)[CH:5]=[O:6]. The yield is 0.260.